The task is: Regression. Given two drug SMILES strings and cell line genomic features, predict the synergy score measuring deviation from expected non-interaction effect.. This data is from NCI-60 drug combinations with 297,098 pairs across 59 cell lines. (1) Drug 1: C1CN1C2=NC(=NC(=N2)N3CC3)N4CC4. Drug 2: CCN(CC)CCCC(C)NC1=C2C=C(C=CC2=NC3=C1C=CC(=C3)Cl)OC. Cell line: SK-OV-3. Synergy scores: CSS=38.1, Synergy_ZIP=-12.4, Synergy_Bliss=-4.42, Synergy_Loewe=-3.33, Synergy_HSA=-0.689. (2) Drug 1: CC1=C(C=C(C=C1)NC2=NC=CC(=N2)N(C)C3=CC4=NN(C(=C4C=C3)C)C)S(=O)(=O)N.Cl. Drug 2: C1=CC(=CC=C1CC(C(=O)O)N)N(CCCl)CCCl.Cl. Cell line: SNB-75. Synergy scores: CSS=1.90, Synergy_ZIP=-0.410, Synergy_Bliss=0.833, Synergy_Loewe=-1.48, Synergy_HSA=-1.42.